This data is from Catalyst prediction with 721,799 reactions and 888 catalyst types from USPTO. The task is: Predict which catalyst facilitates the given reaction. Reactant: N(C(C)C)C(C)C.[Li]CCCC.[Br:13][C:14]1[C:15]([C:19]([OH:21])=[O:20])=[CH:16][S:17][CH:18]=1.CN(P(N(C)C)(N(C)C)=O)C.CN([CH:36]=[O:37])C. Product: [Br:13][C:14]1[C:15]([C:19]([OH:21])=[O:20])=[C:16]([CH:36]=[O:37])[S:17][CH:18]=1. The catalyst class is: 1.